This data is from Reaction yield outcomes from USPTO patents with 853,638 reactions. The task is: Predict the reaction yield, written as a fraction of the theoretical maximum amount of product (1.0 means a 100% yield; for example, 0.34 means a 34% yield). (1) The reactants are C[O:2][C:3](=[O:24])[CH:4]=[CH:5][C:6]1[CH:11]=[CH:10][CH:9]=[C:8]([S:12](=[O:23])(=[O:22])[NH:13][C:14]2[CH:19]=[CH:18][CH:17]=[CH:16][C:15]=2[O:20][CH3:21])[CH:7]=1.CO. No catalyst specified. The product is [CH3:21][O:20][C:15]1[CH:16]=[CH:17][CH:18]=[CH:19][C:14]=1[NH:13][S:12]([C:8]1[CH:7]=[C:6]([CH:5]=[CH:4][C:3]([OH:24])=[O:2])[CH:11]=[CH:10][CH:9]=1)(=[O:22])=[O:23]. The yield is 0.920. (2) The reactants are [C:1]([C:3]1[C:4]([NH2:10])=[N:5][CH:6]=[C:7]([F:9])[CH:8]=1)#[CH:2].[CH2:11]([O:18][C:19]1[CH:24]=[CH:23][C:22]([CH2:25][C:26](Cl)=[N:27][OH:28])=[CH:21][CH:20]=1)[C:12]1[CH:17]=[CH:16][CH:15]=[CH:14][CH:13]=1.C(N(CC)CC)C. The catalyst is O1CCCC1. The product is [CH2:11]([O:18][C:19]1[CH:24]=[CH:23][C:22]([CH2:25][C:26]2[CH:2]=[C:1]([C:3]3[C:4]([NH2:10])=[N:5][CH:6]=[C:7]([F:9])[CH:8]=3)[O:28][N:27]=2)=[CH:21][CH:20]=1)[C:12]1[CH:13]=[CH:14][CH:15]=[CH:16][CH:17]=1. The yield is 0.600. (3) The reactants are O.[NH2:2]N.[Cl:4][C:5]1[C:10]([Cl:11])=[CH:9][CH:8]=[CH:7][C:6]=1[CH2:12][N:13]1[C:17]2[CH:18]=[C:19]([N:29]3[CH2:34][CH2:33][O:32][CH2:31][CH2:30]3)[CH:20]=[C:21]([C:22](/[N:24]=[CH:25]/[N:26](C)C)=O)[C:16]=2[N:15]=[C:14]1[CH3:35].C([O-])(O)=O.[Na+]. The catalyst is C(O)(=O)C. The product is [Cl:4][C:5]1[C:10]([Cl:11])=[CH:9][CH:8]=[CH:7][C:6]=1[CH2:12][N:13]1[C:17]2[CH:18]=[C:19]([N:29]3[CH2:30][CH2:31][O:32][CH2:33][CH2:34]3)[CH:20]=[C:21]([C:22]3[N:24]=[CH:25][NH:26][N:2]=3)[C:16]=2[N:15]=[C:14]1[CH3:35]. The yield is 0.530. (4) The reactants are CN(C(ON1N=NC2C=CC=NC1=2)=[N+](C)C)C.F[P-](F)(F)(F)(F)F.[Cl:25][C:26]1[CH:27]=[C:28]([CH:31]=[C:32]([O:34][C:35]2[C:40]([Cl:41])=[CH:39][CH:38]=[C:37]([CH2:42][NH:43][CH3:44])[C:36]=2[F:45])[CH:33]=1)[C:29]#[N:30].[NH:46]1[CH:50]=[CH:49][CH:48]=[C:47]1[C:51]([OH:53])=O.C([O-])(O)=O.[Na+]. The catalyst is CN(C=O)C.C(OCC)(=O)C. The product is [Cl:41][C:40]1[CH:39]=[CH:38][C:37]([CH2:42][N:43]([CH3:44])[C:51]([C:47]2[NH:46][CH:50]=[CH:49][CH:48]=2)=[O:53])=[C:36]([F:45])[C:35]=1[O:34][C:32]1[CH:31]=[C:28]([C:29]#[N:30])[CH:27]=[C:26]([Cl:25])[CH:33]=1. The yield is 0.330. (5) The reactants are [Si]([O:18][CH:19]1[CH2:22][N:21]([C:23]2[O:24][CH:25]=[C:26]([C:28](=[O:30])[NH2:29])[N:27]=2)[CH2:20]1)(C(C)(C)C)(C1C=CC=CC=1)C1C=CC=CC=1.[F-].C([N+](CCCC)(CCCC)CCCC)CCC. The catalyst is O1CCCC1. The product is [C:28]([C:26]1[N:27]=[C:23]([N:21]2[CH2:22][CH:19]([OH:18])[CH2:20]2)[O:24][CH:25]=1)(=[O:30])[NH2:29]. The yield is 0.750. (6) The reactants are [N:1]1[CH:6]=[CH:5][C:4]([C:7]2[S:11][C:10]3[CH2:12][CH2:13][CH2:14][CH2:15][C:16](=[O:17])[C:9]=3[CH:8]=2)=[CH:3][CH:2]=1.O1[CH2:22][CH2:21][CH2:20][CH2:19]1.CCO[CH2:26][CH3:27].[NH4+].[Cl-:29]. The catalyst is ClC1C=CC([Mg]Br)=CC=1.C(OCC)(=O)C. The product is [Cl:29][C:19]1[CH:27]=[CH:26][C:22]([C:16]2([OH:17])[C:9]3[CH:8]=[C:7]([C:4]4[CH:5]=[CH:6][N:1]=[CH:2][CH:3]=4)[S:11][C:10]=3[CH2:12][CH2:13][CH2:14][CH2:15]2)=[CH:21][CH:20]=1. The yield is 0.836.